From a dataset of Merck oncology drug combination screen with 23,052 pairs across 39 cell lines. Regression. Given two drug SMILES strings and cell line genomic features, predict the synergy score measuring deviation from expected non-interaction effect. (1) Drug 1: CN(C)C(=N)N=C(N)N. Drug 2: CCc1cnn2c(NCc3ccc[n+]([O-])c3)cc(N3CCCCC3CCO)nc12. Cell line: HT144. Synergy scores: synergy=-7.74. (2) Drug 2: CC1(c2nc3c(C(N)=O)cccc3[nH]2)CCCN1. Synergy scores: synergy=-27.5. Drug 1: N.N.O=C(O)C1(C(=O)O)CCC1.[Pt]. Cell line: LNCAP. (3) Drug 1: CN1C(=O)C=CC2(C)C3CCC4(C)C(NC(=O)OCC(F)(F)F)CCC4C3CCC12. Drug 2: CC1(c2nc3c(C(N)=O)cccc3[nH]2)CCCN1. Cell line: COLO320DM. Synergy scores: synergy=11.9. (4) Drug 1: CCC1(O)CC2CN(CCc3c([nH]c4ccccc34)C(C(=O)OC)(c3cc4c(cc3OC)N(C)C3C(O)(C(=O)OC)C(OC(C)=O)C5(CC)C=CCN6CCC43C65)C2)C1. Drug 2: COC1CC2CCC(C)C(O)(O2)C(=O)C(=O)N2CCCCC2C(=O)OC(C(C)CC2CCC(OP(C)(C)=O)C(OC)C2)CC(=O)C(C)C=C(C)C(O)C(OC)C(=O)C(C)CC(C)C=CC=CC=C1C. Cell line: OCUBM. Synergy scores: synergy=24.1. (5) Drug 1: NC(=O)c1cccc2cn(-c3ccc(C4CCCNC4)cc3)nc12. Drug 2: Cn1c(=O)n(-c2ccc(C(C)(C)C#N)cc2)c2c3cc(-c4cnc5ccccc5c4)ccc3ncc21. Cell line: SKMEL30. Synergy scores: synergy=25.0.